Task: Predict the reactants needed to synthesize the given product.. Dataset: Full USPTO retrosynthesis dataset with 1.9M reactions from patents (1976-2016) (1) Given the product [CH3:13][C:7]1[CH:6]=[N:5][C:4]([CH2:3][S+:14]([O-:26])[C:15]2[N-:19][C:18]3[CH:20]=[CH:21][C:22]([O:24][CH3:25])=[CH:23][C:17]=3[N:16]=2)=[C:9]([CH3:10])[C:8]=1[O:11][CH3:12].[CH3:13][C:7]1[CH:6]=[N:5][C:4]([CH2:3][S+:14]([O-:26])[C:15]2[N-:19][C:18]3[CH:20]=[CH:21][C:22]([O:24][CH3:25])=[CH:23][C:17]=3[N:16]=2)=[C:9]([CH3:10])[C:8]=1[O:11][CH3:12].[Mg+2:30], predict the reactants needed to synthesize it. The reactants are: Cl.Cl[CH2:3][C:4]1[C:9]([CH3:10])=[C:8]([O:11][CH3:12])[C:7]([CH3:13])=[CH:6][N:5]=1.[SH:14][C:15]1[NH:16][C:17]2[CH:23]=[C:22]([O:24][CH3:25])[CH:21]=[CH:20][C:18]=2[N:19]=1.[OH-:26].[Na+].C[O-].[Mg+2:30].C[O-]. (2) Given the product [Cl:22][C:2]1[C:11]2[C:6](=[CH:7][CH:8]=[C:9]3[S:14][CH:13]=[CH:12][C:10]3=2)[N:5]=[CH:4][C:3]=1[C:15]([O:17][CH2:18][CH3:19])=[O:16], predict the reactants needed to synthesize it. The reactants are: O=[C:2]1[C:11]2[C:6](=[CH:7][CH:8]=[C:9]3[S:14][CH:13]=[CH:12][C:10]3=2)[NH:5][CH:4]=[C:3]1[C:15]([O:17][CH2:18][CH3:19])=[O:16].O=P(Cl)(Cl)[Cl:22].[OH-].[Na+]. (3) Given the product [Cl:10][C:11]1[N:15]=[C:14]([C:16]2[CH:21]=[CH:20][CH:19]=[C:18]([C:22]([F:25])([F:23])[F:24])[CH:17]=2)[N:13]([CH3:26])[C:12]=1[C:27]([N:30]1[CH2:31][CH2:32][CH:33]([N:36]2[CH2:40][CH2:39][CH2:38][C@H:37]2[CH2:41][OH:42])[CH2:34][CH2:35]1)=[O:28], predict the reactants needed to synthesize it. The reactants are: C(O)(=O)C1C=CC=CC=1.[Cl:10][C:11]1[N:15]=[C:14]([C:16]2[CH:21]=[CH:20][CH:19]=[C:18]([C:22]([F:25])([F:24])[F:23])[CH:17]=2)[N:13]([CH3:26])[C:12]=1[C:27](O)=[O:28].[NH:30]1[CH2:35][CH2:34][CH:33]([N:36]2[CH2:40][CH2:39][CH2:38][C@H:37]2[CH2:41][O:42]C(=O)C2C=CC=CC=2)[CH2:32][CH2:31]1. (4) Given the product [CH2:26]([C:3]1[C:4]([CH2:16][N:17]([CH3:25])[C:18](=[O:24])[O:19][C:20]([CH3:23])([CH3:22])[CH3:21])=[CH:5][N:6]([S:7]([C:10]2[CH:15]=[CH:14][CH:13]=[CH:12][CH:11]=2)(=[O:9])=[O:8])[C:2]=1[C:28]1[CH:33]=[CH:32][CH:31]=[CH:30][CH:29]=1)[CH3:27], predict the reactants needed to synthesize it. The reactants are: Br[C:2]1[N:6]([S:7]([C:10]2[CH:15]=[CH:14][CH:13]=[CH:12][CH:11]=2)(=[O:9])=[O:8])[CH:5]=[C:4]([CH2:16][N:17]([CH3:25])[C:18](=[O:24])[O:19][C:20]([CH3:23])([CH3:22])[CH3:21])[C:3]=1[CH2:26][CH3:27].[C:28]1(B(O)O)[CH:33]=[CH:32][CH:31]=[CH:30][CH:29]=1.C(=O)([O-])[O-].[Na+].[Na+]. (5) Given the product [C:1]([Si:5]([CH3:6])([CH3:7])[O:8][CH2:9][CH2:10][CH2:11][CH2:12][CH:22]=[CH:23][B:16]1[O:17][C:18]([CH3:20])([CH3:19])[C:14]([CH3:21])([CH3:13])[O:15]1)([CH3:3])([CH3:4])[CH3:2], predict the reactants needed to synthesize it. The reactants are: [C:1]([Si:5]([O:8][CH2:9][CH2:10][C:11]#[CH:12])([CH3:7])[CH3:6])([CH3:4])([CH3:3])[CH3:2].[CH3:13][C:14]1([CH3:21])[C:18]([CH3:20])([CH3:19])[O:17][BH:16][O:15]1.[CH2:22](N(CC)CC)[CH3:23]. (6) Given the product [NH:14]([C:19]([N:4]1[CH2:5][CH2:6][N:1]([C:7]([O:9][C:10]([CH3:13])([CH3:12])[CH3:11])=[O:8])[CH2:2][CH2:3]1)=[S:20])[NH2:27], predict the reactants needed to synthesize it. The reactants are: [N:1]1([C:7]([O:9][C:10]([CH3:13])([CH3:12])[CH3:11])=[O:8])[CH2:6][CH2:5][NH:4][CH2:3][CH2:2]1.[N:14]1([C:19](N2C=CN=C2)=[S:20])C=CN=C1.O.[NH2:27]N. (7) Given the product [Br:1][C:2]1[CH:7]=[C:6]([F:8])[CH:5]=[C:4]([Br:9])[C:3]=1[NH:10][C:11]#[N:13], predict the reactants needed to synthesize it. The reactants are: [Br:1][C:2]1[CH:7]=[C:6]([F:8])[CH:5]=[C:4]([Br:9])[C:3]=1[NH:10][C:11]([NH2:13])=S.[OH-].[K+].O.O.O.C([O-])(=O)C.[Pb+2].C([O-])(=O)C.C(O)(=O)C. (8) The reactants are: [CH2:1]([O:5][C:6]1[CH:13]=[C:12]([C:14]([F:17])([F:16])[F:15])[CH:11]=[CH:10][C:7]=1[CH:8]=O)[CH2:2][CH2:3][CH3:4].C1(P(=[CH:37][C:38]([O:40][CH3:41])=[O:39])(C2C=CC=CC=2)C2C=CC=CC=2)C=CC=CC=1. Given the product [CH3:41][O:40][C:38](=[O:39])[CH:37]=[CH:8][C:7]1[CH:10]=[CH:11][C:12]([C:14]([F:17])([F:16])[F:15])=[CH:13][C:6]=1[O:5][CH2:1][CH2:2][CH2:3][CH3:4], predict the reactants needed to synthesize it. (9) Given the product [F:1][C:2]1[CH:3]=[C:4]([CH:9]2[CH2:14][CH:13]([F:15])[CH2:12][N:11]3[N:16]=[C:17]([NH:19][CH:29]4[CH2:28][CH2:27][N:26]([C:24]5[S:23][N:22]=[C:21]([CH3:20])[N:25]=5)[CH2:31][CH2:30]4)[N:18]=[C:10]23)[CH:5]=[CH:6][C:7]=1[F:8], predict the reactants needed to synthesize it. The reactants are: [F:1][C:2]1[CH:3]=[C:4]([CH:9]2[CH2:14][CH:13]([F:15])[CH2:12][N:11]3[N:16]=[C:17]([NH2:19])[N:18]=[C:10]23)[CH:5]=[CH:6][C:7]=1[F:8].[CH3:20][C:21]1[N:25]=[C:24]([N:26]2[CH2:31][CH2:30][C:29](=O)[CH2:28][CH2:27]2)[S:23][N:22]=1.[BH4-].[Na+].C(O)C. (10) Given the product [OH:1][C@@H:2]1[C:10]2[C:5](=[CH:6][CH:7]=[CH:8][CH:9]=2)[CH2:4][C@@:3]1([CH2:20][C:21]1[CH:29]=[CH:28][C:24]([C:25]([N:32]([CH3:33])[CH3:31])=[O:26])=[CH:23][CH:22]=1)[C:11]1[CH2:12][C:13]2[C:18]([CH:19]=1)=[CH:17][CH:16]=[CH:15][CH:14]=2, predict the reactants needed to synthesize it. The reactants are: [OH:1][C@@H:2]1[C:10]2[C:5](=[CH:6][CH:7]=[CH:8][CH:9]=2)[CH2:4][C@@:3]1([CH2:20][C:21]1[CH:29]=[CH:28][C:24]([C:25](O)=[O:26])=[CH:23][CH:22]=1)[C:11]1[CH2:12][C:13]2[C:18]([CH:19]=1)=[CH:17][CH:16]=[CH:15][CH:14]=2.C[CH2:31][N:32](CC)[CH2:33]C.CNC.C(P1(=O)OP(CCC)(=O)OP(CCC)(=O)O1)CC.